Dataset: Forward reaction prediction with 1.9M reactions from USPTO patents (1976-2016). Task: Predict the product of the given reaction. (1) Given the reactants C[Si]([N:5]([Si](C)(C)C)[C:6]1[CH:7]=[C:8]([C@@:12]2([OH:48])[CH2:17][CH2:16][N:15](C(OC(C)(C)C)=O)[CH2:14][C@@H:13]2[C:25]([N:27]([CH:45]2[CH2:47][CH2:46]2)[CH2:28][C:29]2[CH:34]=[C:33]([CH2:35][CH2:36][CH2:37][O:38][CH3:39])[CH:32]=[C:31]([O:40][CH2:41][CH2:42][O:43][CH3:44])[CH:30]=2)=[O:26])[CH:9]=[CH:10][CH:11]=1)(C)C.Cl, predict the reaction product. The product is: [NH2:5][C:6]1[CH:7]=[C:8]([C:12]2([OH:48])[CH2:17][CH2:16][NH:15][CH2:14][CH:13]2[C:25]([N:27]([CH:45]2[CH2:46][CH2:47]2)[CH2:28][C:29]2[CH:34]=[C:33]([CH2:35][CH2:36][CH2:37][O:38][CH3:39])[CH:32]=[C:31]([O:40][CH2:41][CH2:42][O:43][CH3:44])[CH:30]=2)=[O:26])[CH:9]=[CH:10][CH:11]=1. (2) Given the reactants CO[C:3]([C:9]1[CH:14]=[CH:13][CH:12]=[CH:11][CH:10]=1)=[N:4][S:5]([CH3:8])(=[O:7])=[O:6].[O:15]1[C:19]2[CH:20]=[CH:21][CH:22]=[CH:23][C:18]=2[N:17]=[C:16]1[CH:24]([OH:40])[CH:25]([NH:28][C:29](=[O:39])[CH:30]([NH2:38])[CH2:31][CH:32]1[CH2:37][CH2:36][CH2:35][CH2:34][CH2:33]1)[CH2:26][CH3:27].C1CCN2C(=NCCC2)CC1, predict the reaction product. The product is: [O:15]1[C:19]2[CH:20]=[CH:21][CH:22]=[CH:23][C:18]=2[N:17]=[C:16]1[CH:24]([OH:40])[CH:25]([NH:28][C:29](=[O:39])[CH:30]([NH:38][C:3](=[N:4][S:5]([CH3:8])(=[O:6])=[O:7])[C:9]1[CH:10]=[CH:11][CH:12]=[CH:13][CH:14]=1)[CH2:31][CH:32]1[CH2:37][CH2:36][CH2:35][CH2:34][CH2:33]1)[CH2:26][CH3:27]. (3) Given the reactants [NH:1]1[C:9]2[C:4](=[CH:5][CH:6]=[C:7]([O:10][C:11](=[O:13])[CH3:12])[CH:8]=2)[CH:3]=[CH:2]1.[CH2:14]=O.[NH:16]1[CH2:21][CH2:20][O:19][CH2:18][CH2:17]1, predict the reaction product. The product is: [N:16]1([CH2:14][C:3]2[C:4]3[C:9](=[CH:8][C:7]([O:10][C:11](=[O:13])[CH3:12])=[CH:6][CH:5]=3)[NH:1][CH:2]=2)[CH2:21][CH2:20][O:19][CH2:18][CH2:17]1. (4) Given the reactants Cl[C:2]1[CH:7]=[CH:6][C:5]([O:8][CH2:9][CH:10]2[CH2:15][CH2:14][N:13]([CH2:16][C:17]([CH2:21][CH3:22])([F:20])[CH2:18][CH3:19])[CH2:12][CH2:11]2)=[CH:4][N:3]=1.[CH2:23]([O:25][C:26]([C:28]1[CH:33]=[CH:32][C:31](B(O)O)=[CH:30][C:29]=1[F:37])=[O:27])[CH3:24].C([O-])([O-])=O.[Na+].[Na+], predict the reaction product. The product is: [CH2:18]([C:17]([F:20])([CH2:21][CH3:22])[CH2:16][N:13]1[CH2:14][CH2:15][CH:10]([CH2:9][O:8][C:5]2[CH:6]=[CH:7][C:2]([C:31]3[CH:32]=[CH:33][C:28]([C:26]([O:25][CH2:23][CH3:24])=[O:27])=[C:29]([F:37])[CH:30]=3)=[N:3][CH:4]=2)[CH2:11][CH2:12]1)[CH3:19]. (5) Given the reactants [OH:1][C@H:2]([CH3:7])[C:3]([O:5][CH3:6])=[O:4].[F:8][C:9]([F:22])([F:21])[S:10](O[S:10]([C:9]([F:22])([F:21])[F:8])(=[O:12])=[O:11])(=[O:12])=[O:11].CC1C=CC=C(C)N=1, predict the reaction product. The product is: [F:8][C:9]([F:22])([F:21])[S:10]([O:1][C@H:2]([CH3:7])[C:3]([O:5][CH3:6])=[O:4])(=[O:12])=[O:11].